This data is from Forward reaction prediction with 1.9M reactions from USPTO patents (1976-2016). The task is: Predict the product of the given reaction. Given the reactants [O:1]=[C:2]1[CH2:6][CH2:5][C:4](=[O:7])[N:3]1[CH2:8][C:9]1[C:18]([F:19])=[C:17]2[C:12]([C:13]([C:23]3[CH:28]=[CH:27][C:26]([F:29])=[CH:25][CH:24]=3)=[CH:14][C:15]([C:20](O)=[O:21])=[N:16]2)=[CH:11][CH:10]=1.C[N:31](C(ON1N=NC2C=CC=NC1=2)=[N+](C)C)C.F[P-](F)(F)(F)(F)F.[OH-].[NH4+], predict the reaction product. The product is: [O:1]=[C:2]1[CH2:6][CH2:5][C:4](=[O:7])[N:3]1[CH2:8][C:9]1[C:18]([F:19])=[C:17]2[C:12]([C:13]([C:23]3[CH:28]=[CH:27][C:26]([F:29])=[CH:25][CH:24]=3)=[CH:14][C:15]([C:20]([NH2:31])=[O:21])=[N:16]2)=[CH:11][CH:10]=1.